From a dataset of Peptide-MHC class II binding affinity with 134,281 pairs from IEDB. Regression. Given a peptide amino acid sequence and an MHC pseudo amino acid sequence, predict their binding affinity value. This is MHC class II binding data. (1) The peptide sequence is VNYWFAPGAAAAPLS. The MHC is DRB1_0101 with pseudo-sequence DRB1_0101. The binding affinity (normalized) is 0.964. (2) The peptide sequence is RLIAFTSEHSHF. The MHC is DRB1_0901 with pseudo-sequence DRB1_0901. The binding affinity (normalized) is 0.329. (3) The peptide sequence is NQEGSLKTALTGAMR. The MHC is DRB1_0802 with pseudo-sequence DRB1_0802. The binding affinity (normalized) is 0.352. (4) The peptide sequence is AAQFPFNASDSVGQQ. The MHC is DRB1_1101 with pseudo-sequence DRB1_1101. The binding affinity (normalized) is 0.211.